Dataset: Forward reaction prediction with 1.9M reactions from USPTO patents (1976-2016). Task: Predict the product of the given reaction. (1) Given the reactants [NH2:1][C:2]1[C:11]2=[CH:12][N:13]([CH:15]3[C:19]([OH:21])([CH3:20])[CH:18]([OH:22])[CH:17]([C:23]([CH3:31])([CH3:30])[O:24][SiH2:25][C:26]([CH3:29])([CH3:28])[CH3:27])[O:16]3)[N:14]=[C:9]3[C:10]2=[C:4]([C:5](=[O:32])[NH:6][N:7]=[CH:8]3)[CH:3]=1.C1CCC(N=C=NC2CCCCC2)CC1.[C:48]([NH:58][C@H:59]([C:63](O)=[O:64])[CH:60]([CH3:62])[CH3:61])([O:50][CH2:51][C:52]1[CH:57]=[CH:56][CH:55]=[CH:54][CH:53]=1)=[O:49], predict the reaction product. The product is: [NH2:1][C:2]1[C:11]2=[CH:12][N:13]([CH:15]3[O:16][CH:17]([C:23]([CH3:31])([CH3:30])[O:24][SiH2:25][C:26]([CH3:29])([CH3:28])[CH3:27])[CH:18]([O:22][C:63](=[O:64])[CH:59]([NH:58][C:48]([O:50][CH2:51][C:52]4[CH:53]=[CH:54][CH:55]=[CH:56][CH:57]=4)=[O:49])[CH:60]([CH3:62])[CH3:61])[C:19]3([OH:21])[CH3:20])[N:14]=[C:9]3[C:10]2=[C:4]([C:5](=[O:32])[NH:6][N:7]=[CH:8]3)[CH:3]=1. (2) Given the reactants [N+:1]([C:4]1[CH:5]=[C:6]2[C:10](=[CH:11][CH:12]=1)[NH:9][C:8]([C:13]([O:15][CH2:16][CH3:17])=[O:14])=[CH:7]2)([O-:3])=[O:2].CI.[C:20](#N)C, predict the reaction product. The product is: [CH3:20][N:9]1[C:10]2[C:6](=[CH:5][C:4]([N+:1]([O-:3])=[O:2])=[CH:12][CH:11]=2)[CH:7]=[C:8]1[C:13]([O:15][CH2:16][CH3:17])=[O:14]. (3) Given the reactants [CH3:1][O:2][C:3]1[CH:4]=[C:5]([SH:9])[CH:6]=[CH:7][CH:8]=1.C(=O)([O-])[O-:11].[K+].[K+].[C:16]([OH:21])(=[O:20])[CH2:17][CH2:18][CH3:19].[C:22](#N)[CH3:23], predict the reaction product. The product is: [CH2:22]([O:20][C:16](=[O:21])[CH2:17][C:18](=[O:11])[CH2:19][S:9][C:5]1[CH:6]=[CH:7][CH:8]=[C:3]([O:2][CH3:1])[CH:4]=1)[CH3:23].